Dataset: Full USPTO retrosynthesis dataset with 1.9M reactions from patents (1976-2016). Task: Predict the reactants needed to synthesize the given product. (1) Given the product [C:1]1([C:7]([CH3:16])([C:8]([O:10][CH3:11])=[O:9])[C:12]([O:14][CH3:15])=[O:13])[CH2:6][CH2:5][CH2:4][CH2:3][CH:2]=1, predict the reactants needed to synthesize it. The reactants are: [C:1]1([CH:7]([C:12]([O:14][CH3:15])=[O:13])[C:8]([O:10][CH3:11])=[O:9])[CH2:6][CH2:5][CH2:4][CH2:3][CH:2]=1.[CH3:16]I. (2) Given the product [CH:20]1([NH:19][C:17]([C:3]2[C:2]([CH:33]=[O:34])=[C:6]([C:7]3[CH:12]=[CH:11][C:10]([C:13]([F:16])([F:15])[F:14])=[CH:9][CH:8]=3)[O:5][N:4]=2)=[O:18])[CH2:24][CH2:23][CH2:22][CH2:21]1, predict the reactants needed to synthesize it. The reactants are: Br[C:2]1[C:3]([C:17]([NH:19][CH:20]2[CH2:24][CH2:23][CH2:22][CH2:21]2)=[O:18])=[N:4][O:5][C:6]=1[C:7]1[CH:12]=[CH:11][C:10]([C:13]([F:16])([F:15])[F:14])=[CH:9][CH:8]=1.[Li]CCCC.CN([CH:33]=[O:34])C.CC(C)=O.C(=O)=O.